From a dataset of Full USPTO retrosynthesis dataset with 1.9M reactions from patents (1976-2016). Predict the reactants needed to synthesize the given product. The reactants are: C1([CH2:5][C:6]#[C:7][C:8]2[CH:9]=[C:10]([C@@H:14]3[C@@H:18]([C:19]4[CH:24]=[CH:23][CH:22]=[C:21]([F:25])[CH:20]=4)[O:17][C:16](=[O:26])[NH:15]3)[CH:11]=[N:12][CH:13]=2)CCC1.[F:27][C:28]1([F:35])[CH2:31][N:30](CC#C)[CH2:29]1.BrC1C=C([C@@H]2[C@@H](C3C=CC=C(F)C=3)OC(=O)N2)C=NC=1. Given the product [F:27][C:28]1([F:35])[CH2:31][N:30]([CH2:5][C:6]#[C:7][C:8]2[CH:9]=[C:10]([C@@H:14]3[C@@H:18]([C:19]4[CH:24]=[CH:23][CH:22]=[C:21]([F:25])[CH:20]=4)[O:17][C:16](=[O:26])[NH:15]3)[CH:11]=[N:12][CH:13]=2)[CH2:29]1, predict the reactants needed to synthesize it.